This data is from Forward reaction prediction with 1.9M reactions from USPTO patents (1976-2016). The task is: Predict the product of the given reaction. (1) Given the reactants C1N=CN(C(N2C=NC=C2)=O)C=1.[F:13][C:14]([F:27])([F:26])[C:15]1[N:20]=[CH:19][C:18](/[CH:21]=[CH:22]/[C:23]([OH:25])=O)=[CH:17][CH:16]=1.C1C=CC2N(O)N=NC=2C=1.Br.[Cl:39][C:40]1[C:49]([OH:50])=[C:48]([OH:51])[C:47]([Cl:52])=[C:46]2[C:41]=1[CH2:42][CH2:43][NH:44][CH2:45]2, predict the reaction product. The product is: [Cl:39][C:40]1[C:49]([OH:50])=[C:48]([OH:51])[C:47]([Cl:52])=[C:46]2[C:41]=1[CH2:42][CH2:43][N:44]([C:23](=[O:25])/[CH:22]=[CH:21]/[C:18]1[CH:19]=[N:20][C:15]([C:14]([F:13])([F:27])[F:26])=[CH:16][CH:17]=1)[CH2:45]2. (2) Given the reactants C[Si]([N-][Si](C)(C)C)(C)C.[Na+].[O:11]1[CH2:15][CH2:14][CH2:13][CH:12]1[C:16]#[N:17].I[CH2:19][C:20]1[CH:21]=[CH:22][C:23]([O:26][CH2:27][CH2:28][C:29]2[N:30]=[C:31]([C:35]3[CH:40]=[CH:39][CH:38]=[CH:37][CH:36]=3)[O:32][C:33]=2[CH3:34])=[N:24][CH:25]=1, predict the reaction product. The product is: [CH3:34][C:33]1[O:32][C:31]([C:35]2[CH:36]=[CH:37][CH:38]=[CH:39][CH:40]=2)=[N:30][C:29]=1[CH2:28][CH2:27][O:26][C:23]1[N:24]=[CH:25][C:20]([CH2:19][C:12]2([C:16]#[N:17])[CH2:13][CH2:14][CH2:15][O:11]2)=[CH:21][CH:22]=1. (3) Given the reactants Cl.Cl.Cl.[C:4]1([C:10]2[CH:19]=[CH:18][C:17]3[C:12](=[CH:13][C:14]([C:20]4[N:21]=[C:22]([CH:30]5[CH2:35][CH2:34][NH:33][CH2:32][CH2:31]5)[N:23]5[CH:28]=[CH:27][N:26]=[C:25]([NH2:29])[C:24]=45)=[CH:15][CH:16]=3)[N:11]=2)[CH:9]=[CH:8][CH:7]=[CH:6][CH:5]=1.[C:36](OC(=O)C)(=[O:38])[CH3:37], predict the reaction product. The product is: [NH2:29][C:25]1[C:24]2[N:23]([C:22]([CH:30]3[CH2:35][CH2:34][N:33]([C:36](=[O:38])[CH3:37])[CH2:32][CH2:31]3)=[N:21][C:20]=2[C:14]2[CH:13]=[C:12]3[C:17]([CH:18]=[CH:19][C:10]([C:4]4[CH:5]=[CH:6][CH:7]=[CH:8][CH:9]=4)=[N:11]3)=[CH:16][CH:15]=2)[CH:28]=[CH:27][N:26]=1. (4) Given the reactants [CH2:1]([O:8][C:9]([NH:11][CH:12]1[C:21]2[C:16](=[CH:17][CH:18]=[C:19]([C:22]([O:24][CH2:25][CH3:26])=[O:23])[CH:20]=2)[NH:15][CH:14]([CH3:27])[CH:13]1[CH3:28])=[O:10])[C:2]1[CH:7]=[CH:6][CH:5]=[CH:4][CH:3]=1.[C:29](OC(=O)C)(=[O:31])[CH3:30].[OH-].[Na+], predict the reaction product. The product is: [C:29]([N:15]1[C:16]2[C:21](=[CH:20][C:19]([C:22]([O:24][CH2:25][CH3:26])=[O:23])=[CH:18][CH:17]=2)[CH:12]([NH:11][C:9]([O:8][CH2:1][C:2]2[CH:7]=[CH:6][CH:5]=[CH:4][CH:3]=2)=[O:10])[CH:13]([CH3:28])[CH:14]1[CH3:27])(=[O:31])[CH3:30]. (5) Given the reactants C([O:8][C:9]1[CH:14]=[C:13]([F:15])[CH:12]=[CH:11][C:10]=1[C:16](=O)[CH2:17][C:18](=[O:24])[C:19]([O:21][CH2:22][CH3:23])=[O:20])C1C=CC=CC=1.OCC1(OC[C@@H](O)[C@@H](O)[C@H]1O)O, predict the reaction product. The product is: [F:15][C:13]1[CH:12]=[CH:11][C:10]([CH2:16][CH2:17][CH:18]([OH:24])[C:19]([O:21][CH2:22][CH3:23])=[O:20])=[C:9]([OH:8])[CH:14]=1.